Dataset: Full USPTO retrosynthesis dataset with 1.9M reactions from patents (1976-2016). Task: Predict the reactants needed to synthesize the given product. (1) Given the product [C:13]([O:17][C:18](=[O:28])[NH:19][C@H:20]1[CH2:21][CH2:22][C@H:23]([CH2:26][NH:8][C:5]2[CH:6]=[CH:7][C:2]([I:1])=[CH:3][CH:4]=2)[CH2:24][CH2:25]1)([CH3:16])([CH3:14])[CH3:15], predict the reactants needed to synthesize it. The reactants are: [I:1][C:2]1[CH:7]=[CH:6][C:5]([NH2:8])=[CH:4][CH:3]=1.CC(O)=O.[C:13]([O:17][C:18](=[O:28])[NH:19][CH:20]1[CH2:25][CH2:24][CH:23]([CH:26]=O)[CH2:22][CH2:21]1)([CH3:16])([CH3:15])[CH3:14].[BH-](OC(C)=O)(OC(C)=O)OC(C)=O.[Na+]. (2) Given the product [OH:8][C:9]1[N:17]=[C:16]([OH:18])[C:15]([F:26])=[CH:14][C:10]=1[C:11]([OH:13])=[O:12], predict the reactants needed to synthesize it. The reactants are: C([O:8][C:9]1[N:17]=[C:16]([O:18]CC2C=CC=CC=2)[C:15]([F:26])=[CH:14][C:10]=1[C:11]([OH:13])=[O:12])C1C=CC=CC=1. (3) The reactants are: [C:1]([C:5]1[CH:13]=[CH:12][C:11]2[NH:10][C:9]3[CH2:14][CH2:15][N:16]([CH3:18])[CH2:17][C:8]=3[C:7]=2[CH:6]=1)([CH3:4])([CH3:3])[CH3:2].[OH-].[K+].F[C:22](F)(F)[C:23]1[CH:28]=[CH:27][C:26]([CH:29]=[CH2:30])=[CH:25][N:24]=1.O. Given the product [C:1]([C:5]1[CH:13]=[CH:12][C:11]2[N:10]([CH2:30][CH2:29][C:26]3[CH:25]=[N:24][C:23]([CH3:22])=[CH:28][CH:27]=3)[C:9]3[CH2:14][CH2:15][N:16]([CH3:18])[CH2:17][C:8]=3[C:7]=2[CH:6]=1)([CH3:4])([CH3:2])[CH3:3], predict the reactants needed to synthesize it. (4) The reactants are: C[O:2][C:3]1(OC)[CH2:8][CH2:7][N:6]([C:9]2[CH:14]=[CH:13][C:12]([NH:15][C:16]3[N:21]=[C:20]([NH:22][C:23]4[CH:28]=[CH:27][CH:26]=[CH:25][C:24]=4[S:29]([CH:32]([CH3:34])[CH3:33])(=[O:31])=[O:30])[N:19]=[CH:18][N:17]=3)=[C:11]([O:35][CH3:36])[CH:10]=2)[CH2:5][CH2:4]1.O1CCCC1.Cl.C(=O)([O-])[O-].[K+].[K+]. Given the product [CH3:36][O:35][C:11]1[CH:10]=[C:9]([N:6]2[CH2:7][CH2:8][C:3](=[O:2])[CH2:4][CH2:5]2)[CH:14]=[CH:13][C:12]=1[NH:15][C:16]1[N:21]=[C:20]([NH:22][C:23]2[CH:28]=[CH:27][CH:26]=[CH:25][C:24]=2[S:29]([CH:32]([CH3:34])[CH3:33])(=[O:31])=[O:30])[N:19]=[CH:18][N:17]=1, predict the reactants needed to synthesize it. (5) Given the product [Br:15][C:16]1[CH:17]=[CH:18][C:19]2[O:25][CH2:24][CH2:23][N:22]([C:26]3[C:35]4[CH2:34][C:33]([CH3:36])([CH3:37])[CH2:32][CH2:31][C:30]=4[N:29]=[C:28]([CH2:38][NH:4][C:1](=[O:3])[CH3:2])[N:27]=3)[CH2:21][C:20]=2[CH:40]=1, predict the reactants needed to synthesize it. The reactants are: [C:1]([NH2:4])(=[O:3])[CH3:2].C[Si](C)(C)[N-][Si](C)(C)C.[Li+].[Br:15][C:16]1[CH:17]=[CH:18][C:19]2[O:25][CH2:24][CH2:23][N:22]([C:26]3[C:35]4[CH2:34][C:33]([CH3:37])([CH3:36])[CH2:32][CH2:31][C:30]=4[N:29]=[C:28]([CH2:38]Cl)[N:27]=3)[CH2:21][C:20]=2[CH:40]=1. (6) The reactants are: [C:1]([C:4]1[C:38]([Cl:39])=[CH:37][C:7]2[N:8](CC3C=CC=CC=3)[CH2:9][CH:10]([C:12]([N:14]3[CH2:19][CH2:18][C:17]([CH2:22][C:23]4[CH:28]=[CH:27][C:26]([F:29])=[CH:25][CH:24]=4)([C:20]#[N:21])[CH2:16][CH2:15]3)=[O:13])[O:11][C:6]=2[CH:5]=1)(=[O:3])[CH3:2]. Given the product [C:1]([C:4]1[C:38]([Cl:39])=[CH:37][C:7]2[NH:8][CH2:9][CH:10]([C:12]([N:14]3[CH2:19][CH2:18][C:17]([CH2:22][C:23]4[CH:24]=[CH:25][C:26]([F:29])=[CH:27][CH:28]=4)([C:20]#[N:21])[CH2:16][CH2:15]3)=[O:13])[O:11][C:6]=2[CH:5]=1)(=[O:3])[CH3:2], predict the reactants needed to synthesize it. (7) Given the product [CH3:21][N:13]1[C:14]2[N:15]=[CH:16][N:17]=[C:18]([NH2:20])[C:19]=2[C:11]([C:7]2[CH:6]=[C:5]3[C:10](=[CH:9][CH:8]=2)[N:2]([C:31](=[O:32])[CH2:30][C:26]2[CH:27]=[CH:28][CH:29]=[C:24]([O:23][CH3:22])[CH:25]=2)[CH2:3][CH2:4]3)=[CH:12]1, predict the reactants needed to synthesize it. The reactants are: Cl.[NH:2]1[C:10]2[C:5](=[CH:6][C:7]([C:11]3[C:19]4[C:18]([NH2:20])=[N:17][CH:16]=[N:15][C:14]=4[N:13]([CH3:21])[CH:12]=3)=[CH:8][CH:9]=2)[CH2:4][CH2:3]1.[CH3:22][O:23][C:24]1[CH:25]=[C:26]([CH2:30][C:31](O)=[O:32])[CH:27]=[CH:28][CH:29]=1.CN(C(ON1N=NC2C=CC=NC1=2)=[N+](C)C)C.F[P-](F)(F)(F)(F)F.CCN(C(C)C)C(C)C. (8) The reactants are: FC(F)(F)C(O)=O.[Cl:8][C:9]1[CH:10]=[CH:11][C:12]([NH:25][C:26]([CH:28]2[CH2:33][CH2:32][NH:31][CH2:30][CH2:29]2)=[O:27])=[C:13]([CH:24]=1)[C:14]([NH:16][C:17]1[CH:22]=[CH:21][C:20]([Cl:23])=[CH:19][N:18]=1)=[O:15].C(N(CC)CC)C.Br[CH:42]([C:44]1[CH:49]=[CH:48][CH:47]=[CH:46][CH:45]=1)[CH3:43].N. Given the product [ClH:8].[Cl:8][C:9]1[CH:10]=[CH:11][C:12]([NH:25][C:26]([CH:28]2[CH2:29][CH2:30][N:31]([CH:42]([C:44]3[CH:49]=[CH:48][CH:47]=[CH:46][CH:45]=3)[CH3:43])[CH2:32][CH2:33]2)=[O:27])=[C:13]([CH:24]=1)[C:14]([NH:16][C:17]1[CH:22]=[CH:21][C:20]([Cl:23])=[CH:19][N:18]=1)=[O:15], predict the reactants needed to synthesize it.